This data is from Full USPTO retrosynthesis dataset with 1.9M reactions from patents (1976-2016). The task is: Predict the reactants needed to synthesize the given product. (1) Given the product [ClH:30].[CH3:29][N:2]([CH3:1])[C:3](=[O:28])[C:4]1[CH:5]=[CH:6][C:7]([N:10]2[CH2:14][CH2:13][C@H:12]([NH:15][C@@H:16]([C:18]3[C:27]4[C:22](=[CH:23][CH:24]=[CH:25][CH:26]=4)[CH:21]=[CH:20][CH:19]=3)[CH3:17])[CH2:11]2)=[CH:8][CH:9]=1, predict the reactants needed to synthesize it. The reactants are: [CH3:1][N:2]([CH3:29])[C:3](=[O:28])[C:4]1[CH:9]=[CH:8][C:7]([N:10]2[CH2:14][CH2:13][C@H:12]([NH:15][C@@H:16]([C:18]3[C:27]4[C:22](=[CH:23][CH:24]=[CH:25][CH:26]=4)[CH:21]=[CH:20][CH:19]=3)[CH3:17])[CH2:11]2)=[CH:6][CH:5]=1.[ClH:30]. (2) The reactants are: [Br:1][C:2]1[CH:26]=[C:25]([Cl:27])[CH:24]=[CH:23][C:3]=1[CH2:4][N:5]1[C:13]2[C:8](=[CH:9][C:10]([CH:14]=[C:15]3[S:19][C:18](SC)=[N:17][C:16]3=[O:22])=[CH:11][CH:12]=2)[CH:7]=[N:6]1.[CH3:28][N:29]1[CH2:34][CH2:33][NH:32][CH2:31][CH2:30]1. Given the product [Br:1][C:2]1[CH:26]=[C:25]([Cl:27])[CH:24]=[CH:23][C:3]=1[CH2:4][N:5]1[C:13]2[C:8](=[CH:9][C:10]([CH:14]=[C:15]3[S:19][C:18]([N:32]4[CH2:33][CH2:34][N:29]([CH3:28])[CH2:30][CH2:31]4)=[N:17][C:16]3=[O:22])=[CH:11][CH:12]=2)[CH:7]=[N:6]1, predict the reactants needed to synthesize it. (3) Given the product [CH2:16]([O:15][C:13](=[O:14])[C:12](=[CH:3][N:4]([CH3:5])[CH3:6])[C:11](=[O:18])[C:10]([F:23])([F:9])[C:19]([F:20])([F:22])[F:21])[CH3:17], predict the reactants needed to synthesize it. The reactants are: CO[CH:3](OC)[N:4]([CH3:6])[CH3:5].[F:9][C:10]([F:23])([C:19]([F:22])([F:21])[F:20])[C:11](=[O:18])[CH2:12][C:13]([O:15][CH2:16][CH3:17])=[O:14]. (4) Given the product [CH3:1][Si:2]([CH3:19])([CH3:18])[CH2:3][CH2:4][O:5][CH2:6][N:7]1[C:11]2[CH:12]=[CH:13][CH:14]=[CH:15][C:10]=2[N:9]=[C:8]1[CH:16]=[O:17], predict the reactants needed to synthesize it. The reactants are: [CH3:1][Si:2]([CH3:19])([CH3:18])[CH2:3][CH2:4][O:5][CH2:6][N:7]1[C:11]2[CH:12]=[CH:13][CH:14]=[CH:15][C:10]=2[N:9]=[C:8]1[CH2:16][OH:17]. (5) Given the product [Cl:26][C:18]1[CH:17]=[C:16]([CH2:21][O:22][CH3:23])[N:15]=[C:14]([N:10]2[CH2:11][CH2:12][CH2:13][CH:9]2[C:7]2[O:6][N:5]=[C:4]([CH:1]3[CH2:3][CH2:2]3)[CH:8]=2)[N:19]=1, predict the reactants needed to synthesize it. The reactants are: [CH:1]1([C:4]2[CH:8]=[C:7]([CH:9]3[CH2:13][CH2:12][CH2:11][N:10]3[C:14]3[N:19]=[C:18](O)[CH:17]=[C:16]([CH2:21][O:22][CH3:23])[N:15]=3)[O:6][N:5]=2)[CH2:3][CH2:2]1.P(Cl)(Cl)([Cl:26])=O. (6) Given the product [CH2:28]([CH:32]1[CH2:37][CH2:36][N:35]([CH2:14][CH2:13][CH2:12][N:7]2[C:6]3[CH:16]=[C:2]([Cl:1])[C:3]([CH2:18][CH3:19])=[C:4]([Cl:17])[C:5]=3[O:10][CH2:9][C:8]2=[O:11])[CH2:34][CH2:33]1)[CH2:29][CH2:30][CH3:31], predict the reactants needed to synthesize it. The reactants are: [Cl:1][C:2]1[C:3]([CH2:18][CH3:19])=[C:4]([Cl:17])[C:5]2[O:10][CH2:9][C:8](=[O:11])[N:7]([CH2:12][CH2:13][CH2:14]Cl)[C:6]=2[CH:16]=1.C([O-])([O-])=O.[K+].[K+].[Na+].[I-].[CH2:28]([CH:32]1[CH2:37][CH2:36][NH:35][CH2:34][CH2:33]1)[CH2:29][CH2:30][CH3:31]. (7) The reactants are: [NH2:1][C:2]1[N:7]=[C:6]([C:8](=[O:10])[CH3:9])[CH:5]=[CH:4][N:3]=1.[BH4-].[Na+].[Cl-].[NH4+]. Given the product [NH2:1][C:2]1[N:7]=[C:6]([CH:8]([OH:10])[CH3:9])[CH:5]=[CH:4][N:3]=1, predict the reactants needed to synthesize it. (8) Given the product [CH:22]1([NH:28][CH:17]2[CH2:16][CH2:15][N:14]([C:11]3[CH:10]=[CH:9][C:8]([CH2:7][N:1]4[CH2:2][CH2:3][O:4][CH2:5][CH2:6]4)=[CH:13][CH:12]=3)[CH2:19][CH2:18]2)[CH2:27][CH2:26][CH2:25][CH2:24][CH2:23]1, predict the reactants needed to synthesize it. The reactants are: [N:1]1([CH2:7][C:8]2[CH:13]=[CH:12][C:11]([N:14]3[CH2:19][CH2:18][CH:17](C=O)[CH2:16][CH2:15]3)=[CH:10][CH:9]=2)[CH2:6][CH2:5][O:4][CH2:3][CH2:2]1.[CH:22]1([NH2:28])[CH2:27][CH2:26][CH2:25][CH2:24][CH2:23]1. (9) The reactants are: [C:1]([C:5]1[CH:6]=[C:7]2[C:12](=[C:13]([F:15])[CH:14]=1)[C:11](=[O:16])[N:10]([C:17]1[N:24]=[CH:23][CH:22]=[C:21]([C:25]3[CH:30]=[C:29]([NH:31][C:32]4[CH:37]=[CH:36][C:35]([CH:38]5[CH2:43][CH2:42][N:41]([CH3:44])[CH2:40][CH2:39]5)=[CH:34][N:33]=4)[C:28](=[O:45])[N:27]([CH3:46])[N:26]=3)[C:18]=1[CH:19]=[O:20])[N:9]=[CH:8]2)([CH3:4])([CH3:3])[CH3:2].C(Cl)Cl.CO.[BH4-].[Na+]. Given the product [C:1]([C:5]1[CH:6]=[C:7]2[C:12](=[C:13]([F:15])[CH:14]=1)[C:11](=[O:16])[N:10]([C:17]1[C:18]([CH2:19][OH:20])=[C:21]([C:25]3[CH:30]=[C:29]([NH:31][C:32]4[N:33]=[CH:34][C:35]([CH:38]5[CH2:39][CH2:40][N:41]([CH3:44])[CH2:42][CH2:43]5)=[CH:36][CH:37]=4)[C:28](=[O:45])[N:27]([CH3:46])[N:26]=3)[CH:22]=[CH:23][N:24]=1)[N:9]=[CH:8]2)([CH3:4])([CH3:2])[CH3:3], predict the reactants needed to synthesize it.